From a dataset of NCI-60 drug combinations with 297,098 pairs across 59 cell lines. Regression. Given two drug SMILES strings and cell line genomic features, predict the synergy score measuring deviation from expected non-interaction effect. (1) Cell line: SW-620. Synergy scores: CSS=2.83, Synergy_ZIP=-3.02, Synergy_Bliss=1.02, Synergy_Loewe=-7.15, Synergy_HSA=0.144. Drug 2: CS(=O)(=O)OCCCCOS(=O)(=O)C. Drug 1: C(CC(=O)O)C(=O)CN.Cl. (2) Drug 1: C1=CC(=CC=C1CCC2=CNC3=C2C(=O)NC(=N3)N)C(=O)NC(CCC(=O)O)C(=O)O. Cell line: DU-145. Synergy scores: CSS=22.9, Synergy_ZIP=-8.32, Synergy_Bliss=-2.81, Synergy_Loewe=0.804, Synergy_HSA=2.35. Drug 2: CC1CCC2CC(C(=CC=CC=CC(CC(C(=O)C(C(C(=CC(C(=O)CC(OC(=O)C3CCCCN3C(=O)C(=O)C1(O2)O)C(C)CC4CCC(C(C4)OC)OCCO)C)C)O)OC)C)C)C)OC. (3) Cell line: MDA-MB-231. Drug 1: CC1=C2C(C(=O)C3(C(CC4C(C3C(C(C2(C)C)(CC1OC(=O)C(C(C5=CC=CC=C5)NC(=O)OC(C)(C)C)O)O)OC(=O)C6=CC=CC=C6)(CO4)OC(=O)C)O)C)O. Synergy scores: CSS=1.64, Synergy_ZIP=-0.745, Synergy_Bliss=0.346, Synergy_Loewe=-1.04, Synergy_HSA=-0.575. Drug 2: C1=CN(C=N1)CC(O)(P(=O)(O)O)P(=O)(O)O. (4) Drug 1: CN(C)C1=NC(=NC(=N1)N(C)C)N(C)C. Drug 2: CC(C)(C#N)C1=CC(=CC(=C1)CN2C=NC=N2)C(C)(C)C#N. Cell line: NCI-H460. Synergy scores: CSS=-0.195, Synergy_ZIP=0.431, Synergy_Bliss=0.994, Synergy_Loewe=-1.86, Synergy_HSA=-1.33. (5) Drug 1: COC1=NC(=NC2=C1N=CN2C3C(C(C(O3)CO)O)O)N. Drug 2: CC1=C(N=C(N=C1N)C(CC(=O)N)NCC(C(=O)N)N)C(=O)NC(C(C2=CN=CN2)OC3C(C(C(C(O3)CO)O)O)OC4C(C(C(C(O4)CO)O)OC(=O)N)O)C(=O)NC(C)C(C(C)C(=O)NC(C(C)O)C(=O)NCCC5=NC(=CS5)C6=NC(=CS6)C(=O)NCCC[S+](C)C)O. Cell line: NCI/ADR-RES. Synergy scores: CSS=34.6, Synergy_ZIP=2.72, Synergy_Bliss=2.49, Synergy_Loewe=-30.1, Synergy_HSA=1.04.